Dataset: Forward reaction prediction with 1.9M reactions from USPTO patents (1976-2016). Task: Predict the product of the given reaction. (1) Given the reactants [CH2:1]([O:3][C:4]([C:6]1[NH:7][C:8]2[C:13]([CH:14]=1)=[CH:12][C:11]([OH:15])=[CH:10][CH:9]=2)=[O:5])[CH3:2].[CH:16]([N:19]1[CH2:24][CH2:23][CH:22](O)[CH2:21]C1)([CH3:18])[CH3:17].C1(P(C2C=CC=CC=2)C2C=CC=CC=2)C=CC=CC=1.CC(OC(/N=N/C(OC(C)C)=O)=O)C, predict the reaction product. The product is: [CH2:1]([O:3][C:4]([C:6]1[NH:7][C:8]2[C:13]([CH:14]=1)=[CH:12][C:11]([O:15][CH:22]1[CH2:23][CH2:24][N:19]([CH:16]([CH3:17])[CH3:18])[CH2:21]1)=[CH:10][CH:9]=2)=[O:5])[CH3:2]. (2) The product is: [F:3][C:4]1[CH:9]=[C:8]([N+:10]([O-:12])=[O:11])[CH:7]=[CH:6][C:5]=1[N:13]([CH3:28])[C:14]1[C:23]2[C:18](=[CH:19][C:20]([O:26][CH3:27])=[C:21]([O:24][CH3:25])[CH:22]=2)[N:17]=[CH:16][CH:15]=1. Given the reactants [H-].[Na+].[F:3][C:4]1[CH:9]=[C:8]([N+:10]([O-:12])=[O:11])[CH:7]=[CH:6][C:5]=1[NH:13][C:14]1[C:23]2[C:18](=[CH:19][C:20]([O:26][CH3:27])=[C:21]([O:24][CH3:25])[CH:22]=2)[N:17]=[CH:16][CH:15]=1.[CH3:28]I, predict the reaction product. (3) Given the reactants [CH2:1]([N:8]1[CH:13]2[CH:14]([O:16][Si](C(C)(C)C)(C)C)[CH2:15][CH:9]1[CH2:10][CH:11](CC([O-])=O)[CH2:12]2)[C:2]1[CH:7]=[CH:6][CH:5]=[CH:4][CH:3]=1.CCCC[N+](CCCC)(CCCC)CCCC.[F-].[CH3:46][C:47](=[O:51])[O:48]CC, predict the reaction product. The product is: [C:47]([O:51][CH:11]1[CH2:12][CH:13]2[N:8]([CH2:1][C:2]3[CH:3]=[CH:4][CH:5]=[CH:6][CH:7]=3)[CH:9]([CH2:15][CH:14]2[OH:16])[CH2:10]1)(=[O:48])[CH3:46]. (4) The product is: [N:42]1([CH2:6][C@H:7]2[N:14]([S:15]([C:18]3[CH:19]=[CH:20][CH:21]=[C:22]4[C:27]=3[N:26]=[CH:25][CH:24]=[CH:23]4)(=[O:16])=[O:17])[CH2:13][C:12]3[CH:28]=[CH:29][CH:30]=[CH:31][C:11]=3[CH2:10][O:9][CH2:8]2)[CH:46]=[CH:45][CH:44]=[N:43]1. Given the reactants CS(O[CH2:6][C@H:7]1[N:14]([S:15]([C:18]2[CH:19]=[CH:20][CH:21]=[C:22]3[C:27]=2[N:26]=[CH:25][CH:24]=[CH:23]3)(=[O:17])=[O:16])[CH2:13][C:12]2[CH:28]=[CH:29][CH:30]=[CH:31][C:11]=2[CH2:10][O:9][CH2:8]1)(=O)=O.CS(C)=O.C([O-])([O-])=O.[Cs+].[Cs+].[NH:42]1[CH:46]=[CH:45][CH:44]=[N:43]1, predict the reaction product.